From a dataset of Reaction yield outcomes from USPTO patents with 853,638 reactions. Predict the reaction yield, written as a fraction of the theoretical maximum amount of product (1.0 means a 100% yield; for example, 0.34 means a 34% yield). The reactants are [CH3:1][O:2][C:3]1[CH:16]=[CH:15][C:6]([CH2:7][O:8][CH2:9][CH2:10][C@H:11]([OH:14])[CH2:12][OH:13])=[CH:5][CH:4]=1.[C:17](Cl)([C:30]1[CH:35]=[CH:34][CH:33]=[CH:32][CH:31]=1)([C:24]1[CH:29]=[CH:28][CH:27]=[CH:26][CH:25]=1)[C:18]1[CH:23]=[CH:22][CH:21]=[CH:20][CH:19]=1. The catalyst is N1C=CC=CC=1. The product is [C:17]([O:13][CH2:12][C@@H:11]([OH:14])[CH2:10][CH2:9][O:8][CH2:7][C:6]1[CH:5]=[CH:4][C:3]([O:2][CH3:1])=[CH:16][CH:15]=1)([C:18]1[CH:23]=[CH:22][CH:21]=[CH:20][CH:19]=1)([C:30]1[CH:31]=[CH:32][CH:33]=[CH:34][CH:35]=1)[C:24]1[CH:25]=[CH:26][CH:27]=[CH:28][CH:29]=1. The yield is 0.880.